This data is from CYP2D6 inhibition data for predicting drug metabolism from PubChem BioAssay. The task is: Regression/Classification. Given a drug SMILES string, predict its absorption, distribution, metabolism, or excretion properties. Task type varies by dataset: regression for continuous measurements (e.g., permeability, clearance, half-life) or binary classification for categorical outcomes (e.g., BBB penetration, CYP inhibition). Dataset: cyp2d6_veith. (1) The compound is Cc1cccc(CNc2nc(-c3ccccc3CN(C)C)nc3ccccc23)c1. The result is 1 (inhibitor). (2) The drug is CN1CCN(C2=Cc3ccccc3Oc3ccc(Cl)cc32)CC1. The result is 1 (inhibitor). (3) The compound is CSc1nnc(-c2sccc2OCc2ccccc2)n1C. The result is 0 (non-inhibitor).